The task is: Predict the reactants needed to synthesize the given product.. This data is from Full USPTO retrosynthesis dataset with 1.9M reactions from patents (1976-2016). (1) The reactants are: [Cl:1][C:2]1[CH:3]=[C:4]([C@H:9]2[C:18]3[C:13](=[CH:14][C:15]([C:19]#[C:20][CH2:21][CH2:22][CH2:23][O:24][CH3:25])=[CH:16][CH:17]=3)[C@@H:12]([N:26](C(OC(C)(C)C)=O)[CH3:27])[CH2:11][CH2:10]2)[CH:5]=[CH:6][C:7]=1[Cl:8]. Given the product [ClH:1].[Cl:1][C:2]1[CH:3]=[C:4]([C@H:9]2[C:18]3[C:13](=[CH:14][C:15]([C:19]#[C:20][CH2:21][CH2:22][CH2:23][O:24][CH3:25])=[CH:16][CH:17]=3)[C@@H:12]([NH:26][CH3:27])[CH2:11][CH2:10]2)[CH:5]=[CH:6][C:7]=1[Cl:8], predict the reactants needed to synthesize it. (2) Given the product [F:21][C@@H:19]1[CH2:20][N:16]([C:14](=[O:15])[CH2:13][NH:12][C:7]23[CH2:10][CH2:11][C:4]([C:1]([O:3][CH2:30][C:29]4[CH:32]=[CH:33][C:26]([O:25][CH3:24])=[CH:27][CH:28]=4)=[O:2])([CH2:9][CH2:8]2)[CH2:5][CH2:6]3)[C@H:17]([C:22]#[N:23])[CH2:18]1, predict the reactants needed to synthesize it. The reactants are: [C:1]([C:4]12[CH2:11][CH2:10][C:7]([NH:12][CH2:13][C:14]([N:16]3[CH2:20][C@@H:19]([F:21])[CH2:18][C@H:17]3[C:22]#[N:23])=[O:15])([CH2:8][CH2:9]1)[CH2:6][CH2:5]2)([OH:3])=[O:2].[CH3:24][O:25][C:26]1[CH:33]=[CH:32][C:29]([CH2:30]Cl)=[CH:28][CH:27]=1. (3) Given the product [CH3:21][C:20]1[CH:22]=[CH:23][C:17]([S:14]([O:1][CH2:2][CH2:3][P:4]([CH2:10][CH2:11][O:12][S:14]([C:17]2[CH:23]=[CH:22][C:20]([CH3:21])=[CH:19][CH:18]=2)(=[O:16])=[O:15])([CH2:5][CH2:6][S:7]([CH3:9])=[S:8])=[O:13])(=[O:16])=[O:15])=[CH:18][CH:19]=1, predict the reactants needed to synthesize it. The reactants are: [OH:1][CH2:2][CH2:3][P:4](=[O:13])([CH2:10][CH2:11][OH:12])[CH2:5][CH2:6][S:7]([CH3:9])=[S:8].[S:14](Cl)([C:17]1[CH:23]=[CH:22][C:20]([CH3:21])=[CH:19][CH:18]=1)(=[O:16])=[O:15]. (4) Given the product [CH3:1][C:2]1[C:3]([O:21][C:22]2[CH:27]=[CH:26][CH:25]=[CH:24][CH:23]=2)=[CH:4][CH:5]=[C:6]2[C:11]=1[O:10][CH:9]([C:12]([F:15])([F:13])[F:14])[C:8]([C:16]([OH:18])=[O:17])=[CH:7]2, predict the reactants needed to synthesize it. The reactants are: [CH3:1][C:2]1[C:3]([O:21][C:22]2[CH:27]=[CH:26][CH:25]=[CH:24][CH:23]=2)=[CH:4][CH:5]=[C:6]2[C:11]=1[O:10][CH:9]([C:12]([F:15])([F:14])[F:13])[C:8]([C:16]([O:18]CC)=[O:17])=[CH:7]2.[Li+].[OH-]. (5) Given the product [CH3:17][S:16][C:15]1[S:14][C:13]([C:18]#[N:19])=[CH:12][C:11]=1[S:8]([C:4]1[CH:5]=[CH:6][CH:7]=[C:2]([N:20]2[CH2:25][CH2:24][CH2:23][CH2:22][CH2:21]2)[CH:3]=1)(=[O:10])=[O:9], predict the reactants needed to synthesize it. The reactants are: Br[C:2]1[CH:3]=[C:4]([S:8]([C:11]2[CH:12]=[C:13]([C:18]#[N:19])[S:14][C:15]=2[S:16][CH3:17])(=[O:10])=[O:9])[CH:5]=[CH:6][CH:7]=1.[NH:20]1[CH2:25][CH2:24][CH2:23][CH2:22][CH2:21]1.C1C=CC(P(C2C(C3C(P(C4C=CC=CC=4)C4C=CC=CC=4)=CC=C4C=3C=CC=C4)=C3C(C=CC=C3)=CC=2)C2C=CC=CC=2)=CC=1.C([O-])([O-])=O.[Cs+].[Cs+].